From a dataset of Retrosynthesis with 50K atom-mapped reactions and 10 reaction types from USPTO. Predict the reactants needed to synthesize the given product. (1) Given the product COc1cc(/C=C/C(=O)O)ccc1OCc1nc(C)c(C)nc1C, predict the reactants needed to synthesize it. The reactants are: CCOC(=O)/C=C/c1ccc(OCc2nc(C)c(C)nc2C)c(OC)c1. (2) Given the product CC[C@H](C)CN(Cc1nc2c(c(=O)[nH]1)COCC2)C(=O)CN1CCC(C(=O)c2ccc(F)cc2)CC1, predict the reactants needed to synthesize it. The reactants are: CC[C@H](C)CNCc1nc2c(c(=O)[nH]1)COCC2.O=C(O)CN1CCC(C(=O)c2ccc(F)cc2)CC1. (3) Given the product Cc1nc(-c2ccc(-c3ccc(C(=O)Nc4ccc(C(C)C)c(OCCN(C)C)c4)cc3)c(C)c2)no1, predict the reactants needed to synthesize it. The reactants are: CC(C)c1ccc(N)cc1OCCN(C)C.Cc1nc(-c2ccc(-c3ccc(C(=O)O)cc3)c(C)c2)no1. (4) The reactants are: COC(=O)c1ccc2c(c(Cl)cn2C)c1F. Given the product Cn1cc(Cl)c2c(F)c(C(=O)O)ccc21, predict the reactants needed to synthesize it. (5) Given the product NC1(C(F)F)CCCNC1=O, predict the reactants needed to synthesize it. The reactants are: COC(=O)C(N)(CCCN)C(F)F. (6) Given the product COc1cc2ncc(OC3CCC(OC)CC3)nc2cc1OC, predict the reactants needed to synthesize it. The reactants are: CI.COc1cc2ncc(O[C@H]3CC[C@H](O)CC3)nc2cc1OC.